From a dataset of TCR-epitope binding with 47,182 pairs between 192 epitopes and 23,139 TCRs. Binary Classification. Given a T-cell receptor sequence (or CDR3 region) and an epitope sequence, predict whether binding occurs between them. (1) The epitope is FPRPWLHGL. The TCR CDR3 sequence is CSVAGTGMTDTQYF. Result: 1 (the TCR binds to the epitope). (2) The epitope is FLNRFTTTL. The TCR CDR3 sequence is CASSKGPGPAGWEKLFF. Result: 1 (the TCR binds to the epitope). (3) The epitope is KAYNVTQAF. The TCR CDR3 sequence is CASRGGLAGDYNEQFF. Result: 1 (the TCR binds to the epitope). (4) The epitope is VLWAHGFEL. The TCR CDR3 sequence is CASSLDTGGNEQFF. Result: 1 (the TCR binds to the epitope). (5) The epitope is ALSKGVHFV. The TCR CDR3 sequence is CASSLTYGDSYNEQFF. Result: 1 (the TCR binds to the epitope). (6) The epitope is AVFDRKSDAK. The TCR CDR3 sequence is CASSFSRNYEQYF. Result: 1 (the TCR binds to the epitope).